This data is from Reaction yield outcomes from USPTO patents with 853,638 reactions. The task is: Predict the reaction yield, written as a fraction of the theoretical maximum amount of product (1.0 means a 100% yield; for example, 0.34 means a 34% yield). The reactants are [F:1][C:2]([F:7])([F:6])[C:3]([OH:5])=[O:4].[C:8]1([C:14]2[CH:19]=[C:18]([CH:20]3[CH2:25][CH2:24][N:23]([C:26](=[O:32])[CH2:27][NH:28]CCO)[CH2:22][CH2:21]3)[CH:17]=[CH:16][C:15]=2[NH:33][C:34]([C:36]2[NH:37][CH:38]=[C:39]([C:41]#[N:42])[N:40]=2)=[O:35])[CH2:13][CH2:12][CH2:11][CH2:10][CH:9]=1.[BH-](OC(C)=O)(OC(C)=O)[O:44][C:45]([CH3:47])=O.[Na+].C=O. The catalyst is CO. The product is [C:3]([OH:5])([C:2]([F:7])([F:6])[F:1])=[O:4].[F:1][C:2]([F:7])([F:6])[C:3]([OH:5])=[O:4].[C:8]1([C:14]2[CH:19]=[C:18]([CH:20]3[CH2:21][CH2:22][N:23]([C:26](=[O:32])[C:27]([CH3:2])([NH2:28])[CH2:47][CH2:45][OH:44])[CH2:24][CH2:25]3)[CH:17]=[CH:16][C:15]=2[NH:33][C:34]([C:36]2[NH:37][CH:38]=[C:39]([C:41]#[N:42])[N:40]=2)=[O:35])[CH2:13][CH2:12][CH2:11][CH2:10][CH:9]=1. The yield is 0.00100.